From a dataset of Catalyst prediction with 721,799 reactions and 888 catalyst types from USPTO. Predict which catalyst facilitates the given reaction. (1) Reactant: Br[CH2:2][C:3]1[CH:8]=[CH:7][C:6]([C:9](=[O:18])[C:10]([C:12]2[CH:17]=[CH:16][CH:15]=[CH:14][CH:13]=2)=[O:11])=[CH:5][CH:4]=1.[C:19]1(=[O:29])[NH:23][C:22](=[O:24])[C:21]2=[CH:25][CH:26]=[CH:27][CH:28]=[C:20]12.[K]. Product: [O:11]=[C:10]([C:12]1[CH:17]=[CH:16][CH:15]=[CH:14][CH:13]=1)[C:9]([C:6]1[CH:7]=[CH:8][C:3]([CH2:2][N:23]2[C:19](=[O:29])[C:20]3[C:21](=[CH:25][CH:26]=[CH:27][CH:28]=3)[C:22]2=[O:24])=[CH:4][CH:5]=1)=[O:18]. The catalyst class is: 3. (2) The catalyst class is: 44. Reactant: [H-].[Na+].[OH:3][C:4]1[CH:5]=[CH:6][C:7]([CH3:10])=[N:8][CH:9]=1.F[C:12]1[CH:17]=[CH:16][C:15]([N+:18]([O-:20])=[O:19])=[CH:14][C:13]=1[CH3:21]. Product: [CH3:10][C:7]1[CH:6]=[CH:5][C:4]([O:3][C:12]2[CH:17]=[CH:16][C:15]([N+:18]([O-:20])=[O:19])=[CH:14][C:13]=2[CH3:21])=[CH:9][N:8]=1.